This data is from Full USPTO retrosynthesis dataset with 1.9M reactions from patents (1976-2016). The task is: Predict the reactants needed to synthesize the given product. (1) Given the product [F:9][C:10]([F:16])([F:15])[CH2:11][C:12]([NH:1][C@@:2]12[CH2:7][C@H:6]1[CH2:5][O:4][C:3]2=[O:8])=[O:13], predict the reactants needed to synthesize it. The reactants are: [NH2:1][C@@:2]12[CH2:7][C@H:6]1[CH2:5][O:4][C:3]2=[O:8].[F:9][C:10]([F:16])([F:15])[CH2:11][C:12](O)=[O:13].OC1C2N=NNC=2C=CC=1.C(N=C=NCCCN(C)C)C. (2) Given the product [CH3:4][C:2]([NH:5][CH2:6][C@H:7]([OH:17])[C:8]1[CH:9]=[CH:10][C:11]([OH:16])=[C:12]([CH2:14][OH:15])[CH:13]=1)([CH3:1])[CH3:3], predict the reactants needed to synthesize it. The reactants are: [CH3:1][C:2]([NH:5][CH2:6][C@H:7]([OH:17])[C:8]1[CH:9]=[CH:10][C:11]([OH:16])=[C:12]([CH2:14][OH:15])[CH:13]=1)([CH3:4])[CH3:3].Cl.C([O-])([O-])=O.[K+].[K+]. (3) Given the product [CH2:1]([O:3][C:4](=[O:20])[CH:5]([S:12][C:13]1[CH:14]=[CH:15][C:16]([O:19][CH2:22][C:23]#[C:24][CH3:25])=[CH:17][CH:18]=1)[CH2:6][CH2:7][CH2:8][CH2:9][CH2:10][CH3:11])[CH3:2], predict the reactants needed to synthesize it. The reactants are: [CH2:1]([O:3][C:4](=[O:20])[CH:5]([S:12][C:13]1[CH:18]=[CH:17][C:16]([OH:19])=[CH:15][CH:14]=1)[CH2:6][CH2:7][CH2:8][CH2:9][CH2:10][CH3:11])[CH3:2].Br[CH2:22][C:23]#[C:24][CH3:25]. (4) Given the product [C:40]([O:44][C:45]([NH:47][C@H:48]([CH2:49][C:50](=[O:51])[N:37]1[CH2:38][CH2:39][C:34](=[C:32]2[C:33]3[CH:20]=[CH:21][CH:22]=[CH:23][C:24]=3[S:25][C:26]3[C:31]2=[CH:30][CH:29]=[CH:28][CH:27]=3)[CH2:35][CH2:36]1)[C:53]([O:55][CH3:56])=[O:54])=[O:46])([CH3:43])([CH3:42])[CH3:41], predict the reactants needed to synthesize it. The reactants are: Cl.C(N=C=NCCCN(C)C)C.C(N(CC)CC)C.[CH:20]1[C:33]2[C:32](=[C:34]3[CH2:39][CH2:38][NH:37][CH2:36][CH2:35]3)[C:31]3[C:26](=[CH:27][CH:28]=[CH:29][CH:30]=3)[S:25][C:24]=2[CH:23]=[CH:22][CH:21]=1.[C:40]([O:44][C:45]([NH:47][C@H:48]([C:53]([O:55][CH3:56])=[O:54])[CH2:49][C:50](O)=[O:51])=[O:46])([CH3:43])([CH3:42])[CH3:41].[Cl-].[NH4+]. (5) Given the product [CH3:27][NH:28][CH:23]1[CH2:24][CH2:25][N:20]([CH2:19][C:17]2[CH:16]=[CH:15][N:14]=[C:13]([C:5]3[CH:6]=[C:7]([O:11][CH3:12])[C:8]([O:9][CH3:10])=[C:3]([O:2][CH3:1])[CH:4]=3)[CH:18]=2)[CH2:21][CH2:22]1, predict the reactants needed to synthesize it. The reactants are: [CH3:1][O:2][C:3]1[CH:4]=[C:5]([C:13]2[CH:18]=[C:17]([CH2:19][N:20]3[CH2:25][CH2:24][C:23](=O)[CH2:22][CH2:21]3)[CH:16]=[CH:15][N:14]=2)[CH:6]=[C:7]([O:11][CH3:12])[C:8]=1[O:9][CH3:10].[CH3:27][NH2:28].O. (6) Given the product [CH2:1]([O:3][C:4](=[O:12])[C:5]1[CH:10]=[CH:9][CH:8]=[CH:7][C:6]=1[B:21]1[O:22][C:23]([CH3:25])([CH3:24])[C:19]([CH3:35])([CH3:18])[O:20]1)[CH3:2], predict the reactants needed to synthesize it. The reactants are: [CH2:1]([O:3][C:4](=[O:12])[C:5]1[CH:10]=[CH:9][CH:8]=[CH:7][C:6]=1Br)[CH3:2].C([O-])(=O)C.[K+].[CH3:18][C:19]1([CH3:35])[C:23]([CH3:25])([CH3:24])[O:22][B:21]([B:21]2[O:22][C:23]([CH3:25])([CH3:24])[C:19]([CH3:35])([CH3:18])[O:20]2)[O:20]1. (7) Given the product [C:23]([O:26][C:27]([NH:1][CH:2]([CH2:6][C:7]1[CH:12]=[CH:11][C:10]([OH:13])=[C:9]([OH:14])[CH:8]=1)[C:3]([OH:5])=[O:4])=[O:28])([CH3:25])([CH3:24])[CH3:22], predict the reactants needed to synthesize it. The reactants are: [NH2:1][CH:2]([CH2:6][C:7]1[CH:12]=[CH:11][C:10]([OH:13])=[C:9]([OH:14])[CH:8]=1)[C:3]([OH:5])=[O:4].C(N(CC)CC)C.[CH3:22][C:23]([O:26][C:27](O[C:27]([O:26][C:23]([CH3:25])([CH3:24])[CH3:22])=[O:28])=[O:28])([CH3:25])[CH3:24].